Dataset: Full USPTO retrosynthesis dataset with 1.9M reactions from patents (1976-2016). Task: Predict the reactants needed to synthesize the given product. Given the product [Cl:1][C:2]1[CH:7]=[CH:6][C:5]([C:8]([N:15]2[C:23]3[C:18](=[C:19]([NH:25][S:26]([CH3:29])(=[O:27])=[O:28])[CH:20]=[C:21]([F:24])[CH:22]=3)[CH:17]=[CH:16]2)([CH2:13][CH3:14])[CH2:9][OH:10])=[CH:4][CH:3]=1, predict the reactants needed to synthesize it. The reactants are: [Cl:1][C:2]1[CH:7]=[CH:6][C:5]([C:8]([N:15]2[C:23]3[C:18](=[C:19]([NH:25][S:26]([CH3:29])(=[O:28])=[O:27])[CH:20]=[C:21]([F:24])[CH:22]=3)[CH:17]=[CH:16]2)([CH2:13][CH3:14])[C:9](OC)=[O:10])=[CH:4][CH:3]=1.[H-].[Al+3].[Li+].[H-].[H-].[H-].Cl.